This data is from Forward reaction prediction with 1.9M reactions from USPTO patents (1976-2016). The task is: Predict the product of the given reaction. (1) The product is: [F:4][C:2]([C:5]1[O:9][C:8]([CH2:10][N:11]2[CH:15]=[C:14]([NH:16][C:31]([C:26]3[N:27]=[C:28]([CH3:30])[O:29][C:25]=3[C:22]3[CH:23]=[CH:24][C:19]([O:18][CH3:17])=[CH:20][CH:21]=3)=[O:32])[CH:13]=[N:12]2)=[CH:7][CH:6]=1)([F:1])[CH3:3]. Given the reactants [F:1][C:2]([C:5]1[O:9][C:8]([CH2:10][N:11]2[CH:15]=[C:14]([NH2:16])[CH:13]=[N:12]2)=[CH:7][CH:6]=1)([F:4])[CH3:3].[CH3:17][O:18][C:19]1[CH:24]=[CH:23][C:22]([C:25]2[O:29][C:28]([CH3:30])=[N:27][C:26]=2[C:31](O)=[O:32])=[CH:21][CH:20]=1, predict the reaction product. (2) Given the reactants [CH:1]1[C:10]2[C:5](=[CH:6][CH:7]=[CH:8][CH:9]=2)[CH:4]=[CH:3][C:2]=1[CH2:11][CH2:12][N:13]1[CH2:18][CH2:17][NH:16][CH:15]([CH2:19][CH2:20][CH2:21][N:22]2[C:30](=[O:31])[C:29]3[C:24](=[CH:25][CH:26]=[CH:27][CH:28]=3)[C:23]2=[O:32])[CH2:14]1.[CH3:33][C:34]([O:37][C:38]([NH:40][C@@H:41]([C:51](O)=[O:52])[CH2:42][C:43]1[CH:48]=[CH:47][C:46]([Cl:49])=[CH:45][C:44]=1[Cl:50])=[O:39])([CH3:36])[CH3:35], predict the reaction product. The product is: [C:34]([O:37][C:38](=[O:39])[NH:40][CH:41]([CH2:42][C:43]1[CH:48]=[CH:47][C:46]([Cl:49])=[CH:45][C:44]=1[Cl:50])[C:51]([N:16]1[CH2:17][CH2:18][N:13]([CH2:12][CH2:11][C:2]2[CH:3]=[CH:4][C:5]3[C:10](=[CH:9][CH:8]=[CH:7][CH:6]=3)[CH:1]=2)[CH2:14][CH:15]1[CH2:19][CH2:20][CH2:21][N:22]1[C:30](=[O:31])[C:29]2=[CH:28][CH:27]=[CH:26][CH:25]=[C:24]2[C:23]1=[O:32])=[O:52])([CH3:36])([CH3:33])[CH3:35]. (3) Given the reactants [N:1]1([CH2:7][CH2:8][CH2:9][O:10][C:11]2[CH:18]=[CH:17][C:14]([CH:15]=O)=[CH:13][CH:12]=2)[CH2:6][CH2:5][CH2:4][CH2:3][CH2:2]1.[Cl:19][C:20]1[CH:26]=[CH:25][C:23]([NH2:24])=[CH:22][CH:21]=1.C(O[BH-](OC(=O)C)OC(=O)C)(=O)C.[Na+].[OH-].[Na+].[Cl:43]CCCl, predict the reaction product. The product is: [NH3:1].[CH2:20]([Cl:19])[Cl:43].[Cl:19][C:20]1[CH:26]=[CH:25][C:23]([NH:24][CH2:15][C:14]2[CH:17]=[CH:18][C:11]([O:10][CH2:9][CH2:8][CH2:7][N:1]3[CH2:6][CH2:5][CH2:4][CH2:3][CH2:2]3)=[CH:12][CH:13]=2)=[CH:22][CH:21]=1. (4) Given the reactants [F:1][C:2]([F:19])([F:18])[C:3]1[CH:8]=[CH:7][C:6]([C:9]2[C:10]([C:15](Cl)=[O:16])=[CH:11][CH:12]=[CH:13][CH:14]=2)=[CH:5][CH:4]=1.[NH2:20][C:21]1[CH:22]=[C:23]2[C:28](=[CH:29][CH:30]=1)[N:27]([CH2:31][CH2:32][C:33]1[CH:38]=[CH:37][CH:36]=[CH:35][N:34]=1)[C:26](=[O:39])[CH2:25][CH2:24]2.C(N(CC)CC)C.C(OCC)(=O)C, predict the reaction product. The product is: [O:39]=[C:26]1[CH2:25][CH2:24][C:23]2[C:28](=[CH:29][CH:30]=[C:21]([NH:20][C:15]([C:10]3[C:9]([C:6]4[CH:7]=[CH:8][C:3]([C:2]([F:19])([F:18])[F:1])=[CH:4][CH:5]=4)=[CH:14][CH:13]=[CH:12][CH:11]=3)=[O:16])[CH:22]=2)[N:27]1[CH2:31][CH2:32][C:33]1[CH:38]=[CH:37][CH:36]=[CH:35][N:34]=1. (5) The product is: [C:20]([C:3]1[N:4]=[CH:5][C:6]([N:8]2[CH2:13][CH2:12][CH2:11][C@@H:10]([NH:14][C:15](=[O:19])[N:16]([CH3:18])[CH3:17])[CH2:9]2)=[N:7][C:2]=1[NH:27][C:26]1[CH:28]=[CH:29][C:23]([F:22])=[CH:24][CH:25]=1)#[N:21]. Given the reactants Cl[C:2]1[N:7]=[C:6]([N:8]2[CH2:13][CH2:12][CH2:11][C@@H:10]([NH:14][C:15](=[O:19])[N:16]([CH3:18])[CH3:17])[CH2:9]2)[CH:5]=[N:4][C:3]=1[C:20]#[N:21].[F:22][C:23]1[CH:29]=[CH:28][C:26]([NH2:27])=[CH:25][CH:24]=1.C(=O)([O-])[O-].[Cs+].[Cs+].C1C=CC(P(C2C(C3C(P(C4C=CC=CC=4)C4C=CC=CC=4)=CC=C4C=3C=CC=C4)=C3C(C=CC=C3)=CC=2)C2C=CC=CC=2)=CC=1, predict the reaction product. (6) Given the reactants [C:1]([O:5][C:6]([N:8]1[CH2:12][CH2:11][CH2:10][CH:9]1[C:13]1[NH:14][C:15]([C:18]2[CH:19]=[CH:20][C:21]3[C:25]4[CH:26]=[CH:27][C:28](Br)=[CH:29][C:24]=4[S:23][C:22]=3[CH:31]=2)=[CH:16][N:17]=1)=[O:7])([CH3:4])([CH3:3])[CH3:2].C(OC([N:39]1[CH:44]([C:45]2[NH:49][C:48]3[CH:50]=[C:51](B4OC(C)(C)C(C)(C)O4)[CH:52]=[CH:53][C:47]=3[N:46]=2)[CH:43]2[CH2:63][CH:40]1[CH2:41][CH2:42]2)=O)(C)(C)C.[C:64](=[O:67])([O-:66])[O-].[K+].[K+], predict the reaction product. The product is: [C:1]([O:66][C:64]([N:39]1[CH:44]([C:45]2[NH:46][C:47]3[CH:53]=[C:52]([C:28]4[CH:27]=[CH:26][C:25]5[C:21]6[CH:20]=[CH:19][C:18]([C:15]7[NH:14][C:13]([CH:9]8[CH2:10][CH2:11][CH2:12][N:8]8[C:6]([O:5][C:1]([CH3:4])([CH3:3])[CH3:2])=[O:7])=[N:17][CH:16]=7)=[CH:31][C:22]=6[S:23][C:24]=5[CH:29]=4)[CH:51]=[CH:50][C:48]=3[N:49]=2)[CH:43]2[CH2:63][CH:40]1[CH2:41][CH2:42]2)=[O:67])([CH3:4])([CH3:3])[CH3:2]. (7) Given the reactants C(OC(=O)[N:7]([CH2:19][C:20]1[CH:25]=[CH:24][CH:23]=[CH:22][CH:21]=1)[CH2:8][CH2:9]/[CH:10]=[CH:11]/[C:12]1[CH:17]=[CH:16][C:15]([F:18])=[CH:14][CH:13]=1)(C)(C)C.FC(F)(F)C(O)=O, predict the reaction product. The product is: [CH2:19]([NH:7][CH2:8][CH2:9]/[CH:10]=[CH:11]/[C:12]1[CH:17]=[CH:16][C:15]([F:18])=[CH:14][CH:13]=1)[C:20]1[CH:21]=[CH:22][CH:23]=[CH:24][CH:25]=1. (8) Given the reactants CS[S:3][CH3:4].N[C:6]1[N:10]([C:11]2[CH:25]=[CH:24][C:14]([C:15]([NH:17][CH:18]([CH3:23])[C:19]([F:22])([F:21])[F:20])=[O:16])=[C:13]([CH3:26])[CH:12]=2)[N:9]=[C:8]([C:27]([F:30])([F:29])[F:28])[C:7]=1[C:31]1[CH:36]=[C:35]([Cl:37])[CH:34]=[C:33]([Cl:38])[CH:32]=1.N(OC(C)(C)C)=O.O, predict the reaction product. The product is: [Cl:38][C:33]1[CH:32]=[C:31]([C:7]2[C:8]([C:27]([F:30])([F:28])[F:29])=[N:9][N:10]([C:11]3[CH:25]=[CH:24][C:14]([C:15]([NH:17][CH:18]([CH3:23])[C:19]([F:21])([F:22])[F:20])=[O:16])=[C:13]([CH3:26])[CH:12]=3)[C:6]=2[S:3][CH3:4])[CH:36]=[C:35]([Cl:37])[CH:34]=1.